This data is from Forward reaction prediction with 1.9M reactions from USPTO patents (1976-2016). The task is: Predict the product of the given reaction. (1) Given the reactants [Cl:1][C:2]1[CH:3]=[CH:4][CH:5]=[C:6]2[C:10]=1[NH:9][N:8]=[C:7]2[C:11]1[CH:16]=[CH:15][C:14]([O:17][CH3:18])=[CH:13][CH:12]=1.[H-].[Na+].[CH:21]1(Br)[CH2:25][CH2:24][CH2:23][CH2:22]1, predict the reaction product. The product is: [Cl:1][C:2]1[CH:3]=[CH:4][CH:5]=[C:6]2[C:10]=1[N:9]([CH:21]1[CH2:25][CH2:24][CH2:23][CH2:22]1)[N:8]=[C:7]2[C:11]1[CH:16]=[CH:15][C:14]([O:17][CH3:18])=[CH:13][CH:12]=1. (2) Given the reactants [C:1]([O:5][C:6]([N:8]1[CH2:13][CH2:12][CH:11]([C:14]2[O:15][C:16]([CH2:19]Cl)=[N:17][N:18]=2)[CH2:10][CH2:9]1)=[O:7])([CH3:4])([CH3:3])[CH3:2].[Cl:21][C:22]1[CH:27]=[CH:26][C:25]([NH2:28])=[C:24]([CH2:29][NH:30][CH3:31])[CH:23]=1.C(N(CC)CC)C, predict the reaction product. The product is: [C:1]([O:5][C:6]([N:8]1[CH2:9][CH2:10][CH:11]([C:14]2[O:15][C:16]([CH2:19][N:30]([CH2:29][C:24]3[CH:23]=[C:22]([Cl:21])[CH:27]=[CH:26][C:25]=3[NH2:28])[CH3:31])=[N:17][N:18]=2)[CH2:12][CH2:13]1)=[O:7])([CH3:2])([CH3:3])[CH3:4]. (3) Given the reactants [CH2:1]([N:8]1[CH:16]=[C:15]2[C:10]([CH:11]=[C:12]([C:17]3[CH:18]=[C:19]([C:27]4[CH:32]=[CH:31][C:30]([CH2:33]Br)=[CH:29][CH:28]=4)[N:20]4[C:25]=3[C:24]([NH2:26])=[N:23][CH:22]=[N:21]4)[CH:13]=[CH:14]2)=[N:9]1)[C:2]1[CH:7]=[CH:6][CH:5]=[CH:4][CH:3]=1.[F:35][C:36]1([F:41])[CH2:40][CH2:39][NH:38][CH2:37]1, predict the reaction product. The product is: [CH2:1]([N:8]1[CH:16]=[C:15]2[C:10]([CH:11]=[C:12]([C:17]3[CH:18]=[C:19]([C:27]4[CH:32]=[CH:31][C:30]([CH2:33][N:38]5[CH2:39][CH2:40][C:36]([F:41])([F:35])[CH2:37]5)=[CH:29][CH:28]=4)[N:20]4[C:25]=3[C:24]([NH2:26])=[N:23][CH:22]=[N:21]4)[CH:13]=[CH:14]2)=[N:9]1)[C:2]1[CH:7]=[CH:6][CH:5]=[CH:4][CH:3]=1. (4) Given the reactants FC(F)(F)S(O[C:7]1[CH2:8][CH2:9][N:10]([CH2:13][CH2:14][N:15]([C:17]([O:19][C:20]([CH3:23])([CH3:22])[CH3:21])=[O:18])[CH3:16])[CH2:11][CH:12]=1)(=O)=O.[CH3:26][O:27][C:28]1[CH:33]=[CH:32][CH:31]=[CH:30][C:29]=1[CH:34]1[C:42]([CH3:44])([CH3:43])[C:41]2[C:36](=[CH:37][CH:38]=[C:39](B3OC(C)(C)C(C)(C)O3)[CH:40]=2)[NH:35]1.C(=O)([O-])[O-].[Cs+].[Cs+], predict the reaction product. The product is: [CH3:26][O:27][C:28]1[CH:33]=[CH:32][CH:31]=[CH:30][C:29]=1[CH:34]1[C:42]([CH3:44])([CH3:43])[C:41]2[C:36](=[CH:37][CH:38]=[C:39]([C:7]3[CH2:8][CH2:9][N:10]([CH2:13][CH2:14][N:15]([CH3:16])[C:17](=[O:18])[O:19][C:20]([CH3:23])([CH3:22])[CH3:21])[CH2:11][CH:12]=3)[CH:40]=2)[NH:35]1. (5) Given the reactants [CH3:1][S:2]([O:5][C:6]1[CH:11]=[C:10]([CH2:12][CH3:13])[C:9](Cl)=[CH:8][C:7]=1[N+:15]([O-])=O)(=[O:4])=[O:3], predict the reaction product. The product is: [CH3:1][S:2]([O:5][C:6]1[CH:11]=[C:10]([CH2:12][CH3:13])[CH:9]=[CH:8][C:7]=1[NH2:15])(=[O:4])=[O:3]. (6) The product is: [NH2:1][C:2]1([C:6]2[CH:7]=[CH:8][C:9]([C:12]3[N:13]=[C:14]4[C:19]([Cl:20])=[CH:18][C:17]([C:21]#[N:23])=[CH:16][N:15]4[C:24]=3[C:25]3[CH:30]=[CH:29][CH:28]=[CH:27][CH:26]=3)=[CH:10][CH:11]=2)[CH2:3][CH2:4][CH2:5]1. Given the reactants [NH2:1][C:2]1([C:6]2[CH:11]=[CH:10][C:9]([C:12]3[N:13]=[C:14]4[C:19]([Cl:20])=[CH:18][C:17]([C:21]([NH2:23])=O)=[CH:16][N:15]4[C:24]=3[C:25]3[CH:30]=[CH:29][CH:28]=[CH:27][CH:26]=3)=[CH:8][CH:7]=2)[CH2:5][CH2:4][CH2:3]1.CCCP(O)(O)=O.O, predict the reaction product. (7) Given the reactants B.[Cl:2][C:3]1[CH:8]=[C:7]([N+:9]([O-:11])=[O:10])[CH:6]=[CH:5][C:4]=1[CH2:12][C:13]([N:15]([CH2:18][CH3:19])[CH2:16][CH3:17])=O, predict the reaction product. The product is: [Cl:2][C:3]1[CH:8]=[C:7]([N+:9]([O-:11])=[O:10])[CH:6]=[CH:5][C:4]=1[CH2:12][CH2:13][N:15]([CH2:16][CH3:17])[CH2:18][CH3:19]. (8) The product is: [CH2:21]([N:11]1[C:12]2[C:7](=[C:6]([OH:35])[C:5]([C:3]([NH:36][CH2:37][C:38]([OH:40])=[O:39])=[O:2])=[N:14][C:13]=2[C:15]2[CH:16]=[N:17][CH:18]=[CH:19][CH:20]=2)[CH:8]=[C:9]([C:29]2[CH:30]=[CH:31][CH:32]=[CH:33][CH:34]=2)[C:10]1=[O:28])[C:22]1[CH:27]=[CH:26][CH:25]=[CH:24][CH:23]=1. Given the reactants C[O:2][C:3]([C:5]1[C:6]([OH:35])=[C:7]2[C:12](=[C:13]([C:15]3[CH:16]=[N:17][CH:18]=[CH:19][CH:20]=3)[N:14]=1)[N:11]([CH2:21][C:22]1[CH:27]=[CH:26][CH:25]=[CH:24][CH:23]=1)[C:10](=[O:28])[C:9]([C:29]1[CH:34]=[CH:33][CH:32]=[CH:31][CH:30]=1)=[CH:8]2)=O.[NH2:36][CH2:37][C:38]([OH:40])=[O:39].C[O-].[Na+], predict the reaction product. (9) Given the reactants [Cl:1][C:2]1[CH:3]=[C:4]2[C:10]([C:11]3[N:16]=[C:15]([NH:17][C@H:18]4[CH2:23][CH2:22][CH2:21][C@@H:20]([NH:24][OH:25])[CH2:19]4)[C:14]([F:26])=[CH:13][N:12]=3)=[CH:9][N:8](S(C3C=CC(C)=CC=3)(=O)=O)[C:5]2=[N:6][CH:7]=1.ClC1C=C2C(C3N=C(N[C@H]4CCC[C@H](NO)C4)C(F)=CN=3)=CN(S(C3C=CC(C)=CC=3)(=O)=O)C2=NC=1.[O:73]=[C:74]=[N:75][C:76](Cl)=[O:77].C[O-].[Na+], predict the reaction product. The product is: [Cl:1][C:2]1[CH:3]=[C:4]2[C:10]([C:11]3[N:16]=[C:15]([NH:17][C@H:18]4[CH2:23][CH2:22][CH2:21][C@@H:20]([N:24]5[C:76](=[O:77])[NH:75][C:74](=[O:73])[O:25]5)[CH2:19]4)[C:14]([F:26])=[CH:13][N:12]=3)=[CH:9][NH:8][C:5]2=[N:6][CH:7]=1. (10) The product is: [C:8]([C:7]1[CH:6]=[C:5]([C:10]2[C:19]3[C:14](=[CH:15][C:16]([S:20]([NH:23][C:24]4[S:25][CH:26]=[N:27][N:28]=4)(=[O:21])=[O:22])=[CH:17][CH:18]=3)[CH:13]=[CH:12][N:11]=2)[C:4]([O:29][CH3:30])=[CH:3][C:2]=1[C:37]1[CH:36]=[CH:35][CH:34]=[C:33]([C:32]([F:43])([F:42])[F:31])[CH:38]=1)#[N:9]. Given the reactants Cl[C:2]1[C:7]([C:8]#[N:9])=[CH:6][C:5]([C:10]2[C:19]3[C:14](=[CH:15][C:16]([S:20]([NH:23][C:24]4[S:25][CH:26]=[N:27][N:28]=4)(=[O:22])=[O:21])=[CH:17][CH:18]=3)[CH:13]=[CH:12][N:11]=2)=[C:4]([O:29][CH3:30])[CH:3]=1.[F:31][C:32]([F:43])([F:42])[C:33]1[CH:34]=[C:35](B(O)O)[CH:36]=[CH:37][CH:38]=1.C1(P(C2CCCCC2)C2C=CC=CC=2C2C(OC)=CC=CC=2OC)CCCCC1.P([O-])([O-])([O-])=O.[K+].[K+].[K+], predict the reaction product.